Binary Classification. Given a drug SMILES string, predict its activity (active/inactive) in a high-throughput screening assay against a specified biological target. From a dataset of HIV replication inhibition screening data with 41,000+ compounds from the AIDS Antiviral Screen. (1) The compound is CC1=C2CCCCCC2(O)OC1=O. The result is 0 (inactive). (2) The molecule is Cc1cc(O)nc(NN2C(Cl)C(=O)C2c2c(O)ccc3ccccc23)n1. The result is 0 (inactive).